From a dataset of TCR-epitope binding with 47,182 pairs between 192 epitopes and 23,139 TCRs. Binary Classification. Given a T-cell receptor sequence (or CDR3 region) and an epitope sequence, predict whether binding occurs between them. (1) Result: 1 (the TCR binds to the epitope). The epitope is PKYVKQNTLKLAT. The TCR CDR3 sequence is CASSVAPSPSETEAFF. (2) The epitope is RAKFKQLL. The TCR CDR3 sequence is CASSLTDGGEQYF. Result: 1 (the TCR binds to the epitope). (3) The epitope is RAKFKQLL. The TCR CDR3 sequence is CAINPLGSSSKKGTQYF. Result: 1 (the TCR binds to the epitope).